This data is from Catalyst prediction with 721,799 reactions and 888 catalyst types from USPTO. The task is: Predict which catalyst facilitates the given reaction. Reactant: [CH3:1][S:2][C:3]1[C:4]([CH:8]=O)=[CH:5][S:6][CH:7]=1.[OH-:10].[Na+].Cl.[NH2:13]O.O. Product: [CH3:1][S:2][C:3]1[C:4]([CH:8]=[N:13][OH:10])=[CH:5][S:6][CH:7]=1. The catalyst class is: 8.